From a dataset of Catalyst prediction with 721,799 reactions and 888 catalyst types from USPTO. Predict which catalyst facilitates the given reaction. (1) Reactant: [CH:1]1([C:8]#[N:9])[CH2:7][CH2:6][CH2:5][CH2:4][CH2:3][CH2:2]1.C([N-]C(C)C)(C)C.[Li+].Cl[C:19]([O:21][CH2:22][CH3:23])=[O:20]. Product: [C:8]([C:1]1([C:19]([O:21][CH2:22][CH3:23])=[O:20])[CH2:7][CH2:6][CH2:5][CH2:4][CH2:3][CH2:2]1)#[N:9]. The catalyst class is: 7. (2) Reactant: [NH2:1][C:2]1[S:3][CH:4]([CH3:17])[C:5](O)([C:12]([F:15])([F:14])[F:13])[C:6]=1[C:7]([O:9][CH2:10][CH3:11])=[O:8].CC1C=CC(S(O)(=O)=O)=CC=1. Product: [NH2:1][C:2]1[S:3][C:4]([CH3:17])=[C:5]([C:12]([F:14])([F:13])[F:15])[C:6]=1[C:7]([O:9][CH2:10][CH3:11])=[O:8]. The catalyst class is: 4. (3) The catalyst class is: 34. Product: [C:1]([C:3]1[CH:8]=[CH:7][C:6]([S:9]([N:22]([CH2:21][C:20]2[CH:19]=[CH:18][C:17]([O:16][CH2:13][CH2:14][CH3:15])=[CH:30][CH:29]=2)[CH2:23][C:24]2[O:25][CH:26]=[CH:27][CH:28]=2)(=[O:11])=[O:10])=[CH:5][CH:4]=1)#[N:2]. Reactant: [C:1]([C:3]1[CH:8]=[CH:7][C:6]([S:9](Cl)(=[O:11])=[O:10])=[CH:5][CH:4]=1)#[N:2].[CH2:13]([O:16][C:17]1[CH:30]=[CH:29][C:20]([CH2:21][NH:22][CH2:23][C:24]2[O:25][CH:26]=[CH:27][CH:28]=2)=[CH:19][CH:18]=1)[CH2:14][CH3:15].C(N(CC)CC)C. (4) Reactant: Cl.[NH2:2][C:3]1[CH:4]=[CH:5][C:6]([CH3:22])=[C:7]([NH:9][C:10]([C:12]2[CH:13]=[C:14]3[C:19](=[CH:20][CH:21]=2)[N:18]=[CH:17][CH:16]=[N:15]3)=[O:11])[CH:8]=1.[CH3:23][S:24][C:25]1[CH:26]=[C:27]([CH:31]=[CH:32][CH:33]=1)[C:28](O)=[O:29].CN(C(ON1N=NC2C=CC=NC1=2)=[N+](C)C)C.F[P-](F)(F)(F)(F)F.CCN(C(C)C)C(C)C. Product: [CH3:22][C:6]1[CH:5]=[CH:4][C:3]([NH:2][C:28](=[O:29])[C:27]2[CH:31]=[CH:32][CH:33]=[C:25]([S:24][CH3:23])[CH:26]=2)=[CH:8][C:7]=1[NH:9][C:10]([C:12]1[CH:13]=[C:14]2[C:19](=[CH:20][CH:21]=1)[N:18]=[CH:17][CH:16]=[N:15]2)=[O:11]. The catalyst class is: 136. (5) Reactant: C([C:5]1[CH:10]=[C:9]([CH3:11])[C:8]([CH2:12][C:13]([OH:15])=[O:14])=[C:7]([CH3:16])[CH:6]=1)(C)(C)C.C1(C)C=CC=CC=1. Product: [CH3:11][C:9]1[CH:10]=[CH:5][CH:6]=[C:7]([CH3:16])[C:8]=1[CH2:12][C:13]([OH:15])=[O:14]. The catalyst class is: 2. (6) Reactant: C(OC(=S)[S:5][C:6]1[CH:11]=[C:10]([C:12]#[N:13])[CH:9]=[CH:8][C:7]=1[O:14][C:15]1[CH:20]=[C:19]([Cl:21])[CH:18]=[C:17]([Cl:22])[CH:16]=1)C.[OH-].[K+]. Product: [Cl:21][C:19]1[CH:20]=[C:15]([CH:16]=[C:17]([Cl:22])[CH:18]=1)[O:14][C:7]1[CH:8]=[CH:9][C:10]([C:12]#[N:13])=[CH:11][C:6]=1[SH:5]. The catalyst class is: 8.